Task: Predict the product of the given reaction.. Dataset: Forward reaction prediction with 1.9M reactions from USPTO patents (1976-2016) (1) Given the reactants Cl[C:2]1[C:3]2[CH:11]=[C:10]([CH3:12])[O:9][C:4]=2[N:5]=[C:6]([CH3:8])[N:7]=1.[CH3:13][NH:14][C:15]1[CH:20]=[CH:19][CH:18]=[CH:17][CH:16]=1.[CH2:21]([OH:25])CCC.CO, predict the reaction product. The product is: [CH3:21][O:25][C:18]1[CH:19]=[CH:20][C:15]([N:14]([CH3:13])[C:2]2[C:3]3[CH:11]=[C:10]([CH3:12])[O:9][C:4]=3[N:5]=[C:6]([CH3:8])[N:7]=2)=[CH:16][CH:17]=1. (2) Given the reactants Br[C:2]1[CH:3]=[C:4]2[C:9](=[CH:10][C:11]=1[O:12][CH3:13])[N:8]=[CH:7][N:6]=[CH:5]2.C(Cl)Cl.CC([O-])=O.[K+].[B:22]1([B:22]2[O:26][C:25]([CH3:28])([CH3:27])[C:24]([CH3:30])([CH3:29])[O:23]2)[O:26][C:25]([CH3:28])([CH3:27])[C:24]([CH3:30])([CH3:29])[O:23]1, predict the reaction product. The product is: [CH3:13][O:12][C:11]1[CH:10]=[C:9]2[C:4]([CH:5]=[N:6][CH:7]=[N:8]2)=[CH:3][C:2]=1[B:22]1[O:26][C:25]([CH3:28])([CH3:27])[C:24]([CH3:30])([CH3:29])[O:23]1. (3) Given the reactants C([O:5][C:6](=[O:33])[CH2:7][N:8]([S:15]([C:18]1[CH:27]=[C:26]2[C:21]([C:22]([Cl:32])=[CH:23][N:24]=[C:25]2[NH:28][C:29]([NH2:31])=[NH:30])=[CH:20][CH:19]=1)(=[O:17])=[O:16])[C:9]1[CH:14]=[CH:13][CH:12]=[CH:11][CH:10]=1)(C)(C)C.[C:34]([C:38]([OH:40])=[O:39])([F:37])([F:36])[F:35], predict the reaction product. The product is: [F:35][C:34]([F:37])([F:36])[C:38]([OH:40])=[O:39].[Cl:32][C:22]1[C:21]2[C:26](=[CH:27][C:18]([S:15]([N:8]([C:9]3[CH:14]=[CH:13][CH:12]=[CH:11][CH:10]=3)[CH2:7][C:6]([OH:33])=[O:5])(=[O:16])=[O:17])=[CH:19][CH:20]=2)[C:25]([NH:28][C:29]([NH2:31])=[NH:30])=[N:24][CH:23]=1. (4) Given the reactants [CH2:1]([N:6]=[C:7]=[O:8])[CH2:2][CH2:3][CH2:4][CH3:5].[Br:9][C:10]1[CH:11]=[C:12](CN)[CH:13]=[CH:14][CH:15]=1.[CH2:18]([N:20](CC)CC)C, predict the reaction product. The product is: [Br:9][C:10]1[CH:11]=[C:12]([N:20]([CH3:18])[C:7]([NH:6][CH2:1][CH2:2][CH2:3][CH2:4][CH3:5])=[O:8])[CH:13]=[CH:14][CH:15]=1. (5) Given the reactants [Cl:1][CH2:2][CH:3]1[C:11]2[C:10]3[CH:12]=[CH:13][C:14]([N+:16]([O-:18])=[O:17])=[CH:15][C:9]=3[C:8]([N+:19]([O-:21])=[O:20])=[CH:7][C:6]=2[NH:5][CH2:4]1.Cl.[CH3:23][N:24]([CH3:40])[CH2:25][CH2:26][O:27][C:28]1[CH:29]=[C:30]2[C:34](=[CH:35][CH:36]=1)[NH:33][C:32]([C:37](O)=[O:38])=[CH:31]2.CCN=C=NCCCN(C)C.CC1C=CC(S(O)(=O)=O)=CC=1.N.Cl, predict the reaction product. The product is: [Cl:1][CH2:2][CH:3]1[C:11]2[C:10]3[CH:12]=[CH:13][C:14]([N+:16]([O-:18])=[O:17])=[CH:15][C:9]=3[C:8]([N+:19]([O-:21])=[O:20])=[CH:7][C:6]=2[N:5]([C:37]([C:32]2[NH:33][C:34]3[C:30]([CH:31]=2)=[CH:29][C:28]([O:27][CH2:26][CH2:25][N:24]([CH3:40])[CH3:23])=[CH:36][CH:35]=3)=[O:38])[CH2:4]1. (6) Given the reactants C([N:8]1[CH2:23][CH2:22][C:11]2([CH2:15][N:14]([C:16]3[CH:21]=[CH:20][N:19]=[CH:18][CH:17]=3)[CH2:13][CH2:12]2)[CH2:10][CH2:9]1)C1C=CC=CC=1.[ClH:24], predict the reaction product. The product is: [ClH:24].[N:19]1[CH:18]=[CH:17][C:16]([N:14]2[CH2:13][CH2:12][C:11]3([CH2:22][CH2:23][NH:8][CH2:9][CH2:10]3)[CH2:15]2)=[CH:21][CH:20]=1. (7) The product is: [NH2:15][C:7]1[C:6]([CH:1]2[CH2:5][CH2:4][CH2:3][CH2:2]2)=[N:10][N:9]([CH3:11])[C:8]=1[C:12]([NH2:14])=[O:13]. Given the reactants [CH:1]1([C:6]2[NH:10][N:9]([CH3:11])[CH:8]([C:12]([NH2:14])=[O:13])[C:7]=2[N+:15]([O-])=O)[CH2:5][CH2:4][CH2:3][CH2:2]1, predict the reaction product. (8) Given the reactants [C:1]([CH2:4][N:5]([CH2:19][C:20]([OH:22])=O)[C:6]1[CH:11]=[CH:10][C:9]([O:12][C:13]2[CH:18]=[CH:17][CH:16]=[CH:15][CH:14]=2)=[CH:8][CH:7]=1)([OH:3])=[O:2].C(=O)(O)[O-].[Na+].[C:28]([O:32][C:33]([NH:35][CH:36]1[CH2:40][CH2:39][NH:38][CH2:37]1)=[O:34])([CH3:31])([CH3:30])[CH3:29], predict the reaction product. The product is: [C:28]([O:32][C:33]([NH:35][C@H:36]1[CH2:40][CH2:39][N:38]([C:20](=[O:22])[CH2:19][N:5]([CH2:4][C:1]([OH:3])=[O:2])[C:6]2[CH:7]=[CH:8][C:9]([O:12][C:13]3[CH:14]=[CH:15][CH:16]=[CH:17][CH:18]=3)=[CH:10][CH:11]=2)[CH2:37]1)=[O:34])([CH3:31])([CH3:29])[CH3:30]. (9) The product is: [Cl:1][C:2]1[CH:7]=[CH:6][C:5]([C:8]2[C:9]([C:35]3[CH:40]=[CH:39][N:38]=[CH:37][CH:36]=3)=[N:10][N:11]3[C:16]([C:17]4[CH:22]=[CH:21][C:20]([N:23]5[CH2:24][CH2:25][N:26]([CH3:29])[CH2:27][CH2:28]5)=[CH:19][CH:18]=4)=[CH:15][N:14]=[N:13][C:12]=23)=[CH:4][C:3]=1[OH:41]. Given the reactants [Cl:1][C:2]1[CH:7]=[CH:6][C:5]([C:8]2[C:9]([C:35]3[CH:40]=[CH:39][N:38]=[CH:37][CH:36]=3)=[N:10][N:11]3[C:16]([C:17]4[CH:22]=[CH:21][C:20]([N:23]5[CH2:28][CH2:27][N:26]([CH3:29])[CH2:25][CH2:24]5)=[CH:19][CH:18]=4)=[C:15](C(OCC)=O)[N:14]=[N:13][C:12]=23)=[CH:4][C:3]=1[O:41]C, predict the reaction product. (10) Given the reactants [C:1]([C@@:8]1(C(O)=O)[CH2:12][C@H:11]([NH2:13])[CH2:10][N:9]1C(OCC1C2C(=CC=CC=2)C2C1=CC=CC=2)=O)([O:3]C(C)(C)C)=[O:2].C(NCC)C, predict the reaction product. The product is: [NH2:13][C@@H:11]1[CH2:10][NH:9][C@H:8]([C:1]([OH:3])=[O:2])[CH2:12]1.